Predict which catalyst facilitates the given reaction. From a dataset of Catalyst prediction with 721,799 reactions and 888 catalyst types from USPTO. (1) Reactant: [CH2:1]([N:3]1[C:11]2[C:6](=[CH:7][CH:8]=[C:9]([O:12][CH3:13])[CH:10]=2)[C:5]([C:14](=[N:16][OH:17])[CH3:15])=[CH:4]1)[CH3:2].[Li][CH2:19]CCC.CN(C=O)C.OS(O)(=O)=O. Product: [CH2:1]([N:3]1[C:11]2[C:6](=[CH:7][CH:8]=[C:9]([O:12][CH3:13])[CH:10]=2)[C:5]([C:14]2[CH:15]=[CH:19][O:17][N:16]=2)=[CH:4]1)[CH3:2]. The catalyst class is: 20. (2) Reactant: [O:1]=[C:2]1[CH2:7][CH2:6][CH2:5][CH2:4][N:3]1[C:8]([O:10][C:11]([CH3:14])([CH3:13])[CH3:12])=[O:9].[Li+].C[Si]([N-][Si](C)(C)C)(C)C.[F:25][C:26]1[CH:31]=[CH:30][C:29]([CH:32]=[C:33]([C:38](=[O:42])[CH:39]([CH3:41])[CH3:40])[C:34]([O:36][CH3:37])=[O:35])=[CH:28][CH:27]=1. Product: [CH3:12][C:11]([CH3:14])([O:10][C:8]([N:3]1[CH2:4][CH2:5][CH2:6][CH:7]([CH:32]([C:29]2[CH:28]=[CH:27][C:26]([F:25])=[CH:31][CH:30]=2)[CH:33]([C:38](=[O:42])[CH:39]([CH3:41])[CH3:40])[C:34]([O:36][CH3:37])=[O:35])[C:2]1=[O:1])=[O:9])[CH3:13]. The catalyst class is: 1. (3) Reactant: [CH3:1][C:2]1([CH3:28])[CH2:7][CH2:6][C:5]([C:8]2[CH:13]=[C:12]([C:14](O)([CH3:16])[CH3:15])[CH:11]=[CH:10][C:9]=2[NH:18][C:19]([C:21]2[NH:22][CH:23]=[C:24]([C:26]#[N:27])[N:25]=2)=[O:20])=[CH:4][CH2:3]1.[NH2:29][C:30]1[CH:35]=[CH:34][CH:33]=[CH:32][N:31]=1.C(O)(C(F)(F)F)=O. Product: [CH3:1][C:2]1([CH3:28])[CH2:7][CH2:6][C:5]([C:8]2[CH:13]=[C:12]([C:14]([CH3:16])([NH:29][C:30]3[CH:35]=[CH:34][CH:33]=[CH:32][N:31]=3)[CH3:15])[CH:11]=[CH:10][C:9]=2[NH:18][C:19]([C:21]2[NH:22][CH:23]=[C:24]([C:26]#[N:27])[N:25]=2)=[O:20])=[CH:4][CH2:3]1. The catalyst class is: 2. (4) Reactant: [CH3:1][C:2]1[C:8]([CH3:9])=[CH:7][CH:6]=[C:5]([N+:10]([O-:12])=[O:11])[C:3]=1[NH2:4].[C:13](Cl)(Cl)=[S:14]. Product: [CH3:1][C:2]1[C:8]([CH3:9])=[CH:7][CH:6]=[C:5]([N+:10]([O-:12])=[O:11])[C:3]=1[N:4]=[C:13]=[S:14]. The catalyst class is: 11.